This data is from Catalyst prediction with 721,799 reactions and 888 catalyst types from USPTO. The task is: Predict which catalyst facilitates the given reaction. Reactant: [C:1]1([S:11](Cl)(=[O:13])=[O:12])[C:10]2[C:5](=[CH:6][CH:7]=[CH:8][CH:9]=2)[CH:4]=[CH:3][CH:2]=1.[OH-].[NH4+:16]. Product: [C:1]1([S:11]([NH2:16])(=[O:13])=[O:12])[C:10]2[C:5](=[CH:6][CH:7]=[CH:8][CH:9]=2)[CH:4]=[CH:3][CH:2]=1. The catalyst class is: 21.